Dataset: Catalyst prediction with 721,799 reactions and 888 catalyst types from USPTO. Task: Predict which catalyst facilitates the given reaction. (1) Reactant: [NH2:1][C:2]1[N:6]([C:7]2[CH:12]=[CH:11][CH:10]=[CH:9][CH:8]=2)[NH:5][C:4](=[O:13])[C:3]=1[CH3:14].CC(N(C)C)=O.CS(O[CH2:26][CH:27]1[CH2:32][CH2:31][N:30]([C:33]([O:35][C:36]([CH3:39])([CH3:38])[CH3:37])=[O:34])[CH2:29][CH2:28]1)(=O)=O.C(=O)([O-])[O-].[Cs+].[Cs+]. Product: [NH2:1][C:2]1[N:6]([C:7]2[CH:12]=[CH:11][CH:10]=[CH:9][CH:8]=2)[N:5]=[C:4]([O:13][CH2:26][CH:27]2[CH2:32][CH2:31][N:30]([C:33]([O:35][C:36]([CH3:37])([CH3:39])[CH3:38])=[O:34])[CH2:29][CH2:28]2)[C:3]=1[CH3:14]. The catalyst class is: 6. (2) Reactant: C([O:8][C:9]1[C:10]([C:19]2[CH:24]=[C:23]([O:25][CH3:26])[CH:22]=[CH:21][C:20]=2[F:27])=[N:11][CH:12]=[C:13]([CH:18]=1)[C:14]([O:16][CH3:17])=[O:15])C1C=CC=CC=1. Product: [F:27][C:20]1[CH:21]=[CH:22][C:23]([O:25][CH3:26])=[CH:24][C:19]=1[C:10]1[C:9]([OH:8])=[CH:18][C:13]([C:14]([O:16][CH3:17])=[O:15])=[CH:12][N:11]=1. The catalyst class is: 78. (3) Reactant: Cl.[CH2:2]([O:4][C:5](=[O:18])[CH2:6][NH:7][C:8]1[CH:17]=[CH:16][CH:15]=[C:14]2[C:9]=1[CH2:10][CH2:11][NH:12][CH2:13]2)[CH3:3].[F:19][C:20]([F:31])([F:30])[CH2:21]OS(C(F)(F)F)(=O)=O. Product: [CH2:2]([O:4][C:5](=[O:18])[CH2:6][NH:7][C:8]1[CH:17]=[CH:16][CH:15]=[C:14]2[C:9]=1[CH2:10][CH2:11][N:12]([CH2:21][C:20]([F:31])([F:30])[F:19])[CH2:13]2)[CH3:3]. The catalyst class is: 11. (4) Reactant: [CH3:1][C:2]1[N:3]([C:18](=[O:23])[CH2:19][CH:20]([CH3:22])[CH3:21])[C:4]2[C:9]([C:10]=1[C:11]([O:13]C(C)(C)C)=[O:12])=[CH:8][CH:7]=[CH:6][CH:5]=2.FC(F)(F)C(O)=O. Product: [CH3:1][C:2]1[N:3]([C:18](=[O:23])[CH2:19][CH:20]([CH3:21])[CH3:22])[C:4]2[C:9]([C:10]=1[C:11]([OH:13])=[O:12])=[CH:8][CH:7]=[CH:6][CH:5]=2. The catalyst class is: 4.